Dataset: Peptide-MHC class II binding affinity with 134,281 pairs from IEDB. Task: Regression. Given a peptide amino acid sequence and an MHC pseudo amino acid sequence, predict their binding affinity value. This is MHC class II binding data. (1) The binding affinity (normalized) is 0.509. The MHC is DRB1_1101 with pseudo-sequence DRB1_1101. The peptide sequence is KVEFTGDLVVKALGA. (2) The peptide sequence is TVWAQSADFPQFKPE. The MHC is HLA-DQA10501-DQB10201 with pseudo-sequence HLA-DQA10501-DQB10201. The binding affinity (normalized) is 0.558. (3) The peptide sequence is GELAIVDKIDAAFKI. The MHC is DRB1_1302 with pseudo-sequence DRB1_1302. The binding affinity (normalized) is 0.565. (4) The peptide sequence is VWQHDRVEIIANDQG. The binding affinity (normalized) is 0.147. The MHC is HLA-DPA10103-DPB10401 with pseudo-sequence HLA-DPA10103-DPB10401.